Dataset: NCI-60 drug combinations with 297,098 pairs across 59 cell lines. Task: Regression. Given two drug SMILES strings and cell line genomic features, predict the synergy score measuring deviation from expected non-interaction effect. Drug 1: C1CC(=O)NC(=O)C1N2CC3=C(C2=O)C=CC=C3N. Drug 2: CS(=O)(=O)OCCCCOS(=O)(=O)C. Cell line: SF-539. Synergy scores: CSS=8.22, Synergy_ZIP=-1.45, Synergy_Bliss=4.09, Synergy_Loewe=4.39, Synergy_HSA=4.49.